This data is from Full USPTO retrosynthesis dataset with 1.9M reactions from patents (1976-2016). The task is: Predict the reactants needed to synthesize the given product. (1) Given the product [C:25]([C:29]1[CH:30]=[C:31]([NH:40][C:41]([NH:43][C:44]2[C:53]3[C:48](=[CH:49][CH:50]=[CH:51][CH:52]=3)[C:47]([O:54][C:55]3[CH:60]=[CH:59][N:58]=[C:57]([NH:61][CH2:62][C:63]4[CH:68]=[CH:67][CH:66]=[CH:65][N:64]=4)[CH:56]=3)=[CH:46][CH:45]=2)=[O:42])[C:32]([O:38][CH3:39])=[C:33]([CH:37]=1)[C:34]([NH:80][CH:78]1[CH2:79][O:76][CH2:77]1)=[O:36])([CH3:28])([CH3:26])[CH3:27], predict the reactants needed to synthesize it. The reactants are: CN(C(ON1N=NC2C=CC=NC1=2)=[N+](C)C)C.F[P-](F)(F)(F)(F)F.[C:25]([C:29]1[CH:30]=[C:31]([NH:40][C:41]([NH:43][C:44]2[C:53]3[C:48](=[CH:49][CH:50]=[CH:51][CH:52]=3)[C:47]([O:54][C:55]3[CH:60]=[CH:59][N:58]=[C:57]([NH:61][CH2:62][C:63]4[CH:68]=[CH:67][CH:66]=[CH:65][N:64]=4)[CH:56]=3)=[CH:46][CH:45]=2)=[O:42])[C:32]([O:38][CH3:39])=[C:33]([CH:37]=1)[C:34]([OH:36])=O)([CH3:28])([CH3:27])[CH3:26].CCN(CC)CC.[O:76]1[CH2:79][CH:78]([NH2:80])[CH2:77]1. (2) Given the product [CH3:14][O:11][C:10](=[O:12])[CH2:9][C:3]1[CH:4]=[C:5]([OH:8])[CH:6]=[CH:7][C:2]=1[Br:1], predict the reactants needed to synthesize it. The reactants are: [Br:1][C:2]1[CH:7]=[CH:6][C:5]([OH:8])=[CH:4][C:3]=1[CH2:9][C:10]([OH:12])=[O:11].Cl.[CH3:14]O. (3) Given the product [F:17][C:18]1[CH:23]=[CH:22][C:21]([CH2:24][CH2:25][NH:26][C:11](=[O:13])[C:10]2[CH:9]=[CH:8][C:7]([C:2]([F:1])([F:16])[C:3]([F:4])([F:5])[F:6])=[CH:15][CH:14]=2)=[CH:20][CH:19]=1, predict the reactants needed to synthesize it. The reactants are: [F:1][C:2]([F:16])([C:7]1[CH:15]=[CH:14][C:10]([C:11]([OH:13])=O)=[CH:9][CH:8]=1)[C:3]([F:6])([F:5])[F:4].[F:17][C:18]1[CH:23]=[CH:22][C:21]([CH2:24][CH2:25][NH2:26])=[CH:20][CH:19]=1.CN1CCOCC1.CN(C(ON1N=NC2C=CC=CC1=2)=[N+](C)C)C.F[P-](F)(F)(F)(F)F. (4) Given the product [F:10][C:9]1[C:8]([F:11])=[CH:7][C:6]([F:12])=[CH:5][C:4]=1[CH:2]([CH3:1])[OH:3], predict the reactants needed to synthesize it. The reactants are: [CH3:1][C:2]([C:4]1[C:9]([F:10])=[C:8]([F:11])[CH:7]=[C:6]([F:12])[CH:5]=1)=[O:3].[BH4-].[Na+].